From a dataset of Forward reaction prediction with 1.9M reactions from USPTO patents (1976-2016). Predict the product of the given reaction. (1) Given the reactants Cl.[NH:2]1[CH2:7][CH2:6][CH:5]([C:8]2[NH:16][C:11]3[CH:12]=[N:13][CH:14]=[CH:15][C:10]=3[N:9]=2)[CH2:4][CH2:3]1.C(N(CC)CC)C.[C:24]1([C:30]2[C:31]([C:39]3[CH:46]=[CH:45][C:42]([CH:43]=O)=[CH:41][CH:40]=3)=[N:32][C:33]3[N:34]([CH:36]=[CH:37][N:38]=3)[CH:35]=2)[CH:29]=[CH:28][CH:27]=[CH:26][CH:25]=1.C(O)(=O)C.[BH-](OC(C)=O)(OC(C)=O)OC(C)=O.[Na+], predict the reaction product. The product is: [C:24]1([C:30]2[C:31]([C:39]3[CH:40]=[CH:41][C:42]([CH2:43][N:2]4[CH2:3][CH2:4][CH:5]([C:8]5[NH:16][C:11]6[CH:12]=[N:13][CH:14]=[CH:15][C:10]=6[N:9]=5)[CH2:6][CH2:7]4)=[CH:45][CH:46]=3)=[N:32][C:33]3[N:34]([CH:36]=[CH:37][N:38]=3)[CH:35]=2)[CH:29]=[CH:28][CH:27]=[CH:26][CH:25]=1. (2) Given the reactants [CH3:1][O:2][C:3]1[CH:4]=[CH:5][C:6]2[N:7]([CH:9]=[C:10]([C:12]3[CH:17]=[CH:16][C:15]([CH3:18])=[C:14]([N+:19]([O-:21])=[O:20])[CH:13]=3)[N:11]=2)[N:8]=1.[Cl:22]N1C(=O)CCC1=O, predict the reaction product. The product is: [Cl:22][C:9]1[N:7]2[N:8]=[C:3]([O:2][CH3:1])[CH:4]=[CH:5][C:6]2=[N:11][C:10]=1[C:12]1[CH:17]=[CH:16][C:15]([CH3:18])=[C:14]([N+:19]([O-:21])=[O:20])[CH:13]=1. (3) Given the reactants [F:1][C:2]1[CH:3]=[CH:4][C:5]([O:14][CH3:15])=[C:6]([C:8]([CH3:13])([CH3:12])[CH2:9][CH2:10][OH:11])[CH:7]=1.[Cr](Cl)([O-])(=O)=O.[NH+]1C=CC=CC=1, predict the reaction product. The product is: [F:1][C:2]1[CH:3]=[CH:4][C:5]([O:14][CH3:15])=[C:6]([C:8]([CH3:12])([CH3:13])[CH2:9][CH:10]=[O:11])[CH:7]=1.